This data is from Forward reaction prediction with 1.9M reactions from USPTO patents (1976-2016). The task is: Predict the product of the given reaction. (1) Given the reactants [CH3:1][C:2]1[CH:3]=[CH:4][C:5]([NH:8][C:9]([NH2:11])=[S:10])=[N:6][CH:7]=1.Br[CH2:13][C:14]([C:16]1[CH:21]=[CH:20][C:19]([O:22][C:23]([F:26])([F:25])[F:24])=[CH:18][CH:17]=1)=O, predict the reaction product. The product is: [CH3:1][C:2]1[CH:3]=[CH:4][C:5]([NH:8][C:9]2[S:10][CH:13]=[C:14]([C:16]3[CH:17]=[CH:18][C:19]([O:22][C:23]([F:24])([F:25])[F:26])=[CH:20][CH:21]=3)[N:11]=2)=[N:6][CH:7]=1. (2) Given the reactants [F:1][C:2]1[CH:7]=[CH:6][C:5]([C:8]2[CH:9]=[CH:10][C:11]3[N:12]([C:14]([S:17][C:18]4[CH:36]=[CH:35][C:21]5[N:22]=[C:23]([NH:25][C:26](=[O:34])[O:27][C:28]6C=C[CH:31]=[CH:30][CH:29]=6)[S:24][C:20]=5[CH:19]=4)=[N:15][N:16]=3)[N:13]=2)=[CH:4][CH:3]=1.[OH:37]CC1CCO1.C(N(CC)CC)C, predict the reaction product. The product is: [F:1][C:2]1[CH:7]=[CH:6][C:5]([C:8]2[CH:9]=[CH:10][C:11]3[N:12]([C:14]([S:17][C:18]4[CH:36]=[CH:35][C:21]5[N:22]=[C:23]([NH:25][C:26](=[O:34])[O:27][CH2:28][CH:29]6[CH2:30][CH2:31][O:37]6)[S:24][C:20]=5[CH:19]=4)=[N:15][N:16]=3)[N:13]=2)=[CH:4][CH:3]=1. (3) Given the reactants Cl[S:2]([CH2:5][CH2:6][CH2:7][NH:8][C:9](=[O:11])[CH3:10])(=[O:4])=[O:3].[CH3:12][CH:13]([CH3:29])[C:14]([O:16][CH2:17][CH2:18][O:19][C:20](=[O:28])[NH:21][CH2:22][C:23]([CH3:27])([CH3:26])[CH2:24][OH:25])=[O:15].N1C=CC=CC=1, predict the reaction product. The product is: [CH3:12][CH:13]([CH3:29])[C:14]([O:16][CH2:17][CH2:18][O:19][C:20](=[O:28])[NH:21][CH2:22][C:23]([CH3:27])([CH3:26])[CH2:24][O:25][S:2]([CH2:5][CH2:6][CH2:7][NH:8][C:9](=[O:11])[CH3:10])(=[O:4])=[O:3])=[O:15]. (4) Given the reactants [C:1]1(=[O:8])[O:7][C:5](=[O:6])[CH2:4][CH2:3][CH2:2]1.[CH3:9][O:10][CH2:11][CH2:12][N:13]1[CH2:18][CH2:17][NH:16][CH2:15][CH2:14]1, predict the reaction product. The product is: [CH3:9][O:10][CH2:11][CH2:12][N:13]1[CH2:18][CH2:17][N:16]([C:5](=[O:6])[CH2:4][CH2:3][CH2:2][C:1]([OH:7])=[O:8])[CH2:15][CH2:14]1.